Dataset: Catalyst prediction with 721,799 reactions and 888 catalyst types from USPTO. Task: Predict which catalyst facilitates the given reaction. (1) Reactant: [CH:1]1([CH2:4][O:5][C:6]2[N:11]=[C:10]([C:12]([OH:14])=O)[CH:9]=[CH:8][C:7]=2[N:15]2[CH2:18][C:17]([F:20])([F:19])[CH2:16]2)[CH2:3][CH2:2]1.[S:21]1[CH2:25][CH:24]([C:26]([NH2:28])=[O:27])[NH:23][CH2:22]1.CN(C(ON1N=NC2C=CC=CC1=2)=[N+](C)C)C.[B-](F)(F)(F)F.CCN(C(C)C)C(C)C. Product: [CH:1]1([CH2:4][O:5][C:6]2[N:11]=[C:10]([C:12]([N:23]3[CH:24]([C:26]([NH2:28])=[O:27])[CH2:25][S:21][CH2:22]3)=[O:14])[CH:9]=[CH:8][C:7]=2[N:15]2[CH2:18][C:17]([F:20])([F:19])[CH2:16]2)[CH2:2][CH2:3]1. The catalyst class is: 16. (2) Reactant: [CH3:1][O:2][C:3]1[CH:8]=[CH:7][C:6]([C:9]2[CH:13]=[C:12]([NH2:14])[O:11][N:10]=2)=[CH:5][CH:4]=1.[Cl:15][C:16]1[CH:24]=[CH:23][CH:22]=[CH:21][C:17]=1[C:18](Cl)=[O:19].N1C=CC=CC=1. Product: [Cl:15][C:16]1[CH:24]=[CH:23][CH:22]=[CH:21][C:17]=1[C:18]([NH:14][C:12]1[O:11][N:10]=[C:9]([C:6]2[CH:5]=[CH:4][C:3]([O:2][CH3:1])=[CH:8][CH:7]=2)[CH:13]=1)=[O:19]. The catalyst class is: 10.